From a dataset of Merck oncology drug combination screen with 23,052 pairs across 39 cell lines. Regression. Given two drug SMILES strings and cell line genomic features, predict the synergy score measuring deviation from expected non-interaction effect. (1) Drug 1: CN(C)C(=N)N=C(N)N. Drug 2: O=C(CCCCCCC(=O)Nc1ccccc1)NO. Cell line: MDAMB436. Synergy scores: synergy=5.06. (2) Drug 1: CCC1(O)CC2CN(CCc3c([nH]c4ccccc34)C(C(=O)OC)(c3cc4c(cc3OC)N(C)C3C(O)(C(=O)OC)C(OC(C)=O)C5(CC)C=CCN6CCC43C65)C2)C1. Drug 2: C#Cc1cccc(Nc2ncnc3cc(OCCOC)c(OCCOC)cc23)c1. Cell line: DLD1. Synergy scores: synergy=25.7.